This data is from Peptide-MHC class II binding affinity with 134,281 pairs from IEDB. The task is: Regression. Given a peptide amino acid sequence and an MHC pseudo amino acid sequence, predict their binding affinity value. This is MHC class II binding data. The peptide sequence is KAFVLDSDNLIPKVV. The MHC is DRB1_0802 with pseudo-sequence DRB1_0802. The binding affinity (normalized) is 0.477.